Dataset: Full USPTO retrosynthesis dataset with 1.9M reactions from patents (1976-2016). Task: Predict the reactants needed to synthesize the given product. (1) Given the product [C:15]1([NH:14][C:11]([C:4]2[C:3]3[C:2](=[O:1])[CH2:10][CH2:9][CH2:8][C:7]=3[NH:6][CH:5]=2)=[O:13])[CH:20]=[CH:19][CH:18]=[CH:17][CH:16]=1, predict the reactants needed to synthesize it. The reactants are: [O:1]=[C:2]1[CH2:10][CH2:9][CH2:8][C:7]2[NH:6][CH:5]=[C:4]([C:11]([OH:13])=O)[C:3]1=2.[NH2:14][C:15]1[CH:20]=[CH:19][CH:18]=[CH:17][CH:16]=1.Cl.CN(C)CCCN=C=NCC. (2) Given the product [ClH:26].[NH2:40][C:36]1[C:37]2[C:32](=[CH:31][C:30]([CH2:29][NH:28][C:9]([C:8]3[C:4]([CH:1]([CH3:3])[CH3:2])=[N:5][N:6]([CH2:12][C:13]4[CH:14]=[CH:15][C:16]([CH2:19][N:20]5[CH:24]=[C:23]([CH3:25])[CH:22]=[N:21]5)=[CH:17][CH:18]=4)[CH:7]=3)=[O:10])=[CH:39][CH:38]=2)[CH:33]=[CH:34][N:35]=1, predict the reactants needed to synthesize it. The reactants are: [CH:1]([C:4]1[C:8]([C:9](O)=[O:10])=[CH:7][N:6]([CH2:12][C:13]2[CH:18]=[CH:17][C:16]([CH2:19][N:20]3[CH:24]=[C:23]([CH3:25])[CH:22]=[N:21]3)=[CH:15][CH:14]=2)[N:5]=1)([CH3:3])[CH3:2].[ClH:26].Cl.[NH2:28][CH2:29][C:30]1[CH:31]=[C:32]2[C:37](=[CH:38][CH:39]=1)[C:36]([NH2:40])=[N:35][CH:34]=[CH:33]2.CN(C(ON1N=NC2C=CC=NC1=2)=[N+](C)C)C.F[P-](F)(F)(F)(F)F.C(N(CC)C(C)C)(C)C. (3) Given the product [CH3:33][C:34]1[C:51](=[O:63])[C:52]2[CH:1]=[CH:2][CH:3]=[C:55]([OH:57])[C:53]=2[C:58](=[O:49])[CH:59]=1, predict the reactants needed to synthesize it. The reactants are: [CH3:1][CH:2](C[C@H](NC([C@@H](NC=O)CCSC)=O)C(N[C@H](C(O)=O)CC1C=CC=CC=1)=O)[CH3:3].CO[C:33]1C=C(C2C=CC(N)=C(OC)C=2)C=C[C:34]=1N.[OH:49]O.[C:51]([O-:63])(=O)[CH2:52][C:53]([CH2:58][C:59]([O-])=O)([C:55]([O-:57])=O)O. (4) Given the product [OH:1][CH2:2][C@H:3]1[CH2:7][CH2:6][C:5](=[O:8])[N:4]1[C:9]1[CH:14]=[CH:13][C:12]([CH2:15][CH2:16][S:17]([N:20]2[CH2:21][CH2:22][C:23]3([N:27]=[C:26]([C:28]4[CH:33]=[CH:32][CH:31]=[C:30]([C:34]([F:36])([F:35])[F:37])[CH:29]=4)[NH:25][C:24]3=[O:38])[CH2:39][CH2:40]2)(=[O:19])=[O:18])=[C:11]([CH3:41])[CH:10]=1, predict the reactants needed to synthesize it. The reactants are: [OH:1][CH2:2][C@H:3]1[CH2:7][CH2:6][C:5](=[O:8])[N:4]1[C:9]1[CH:14]=[CH:13][C:12](/[CH:15]=[CH:16]/[S:17]([N:20]2[CH2:40][CH2:39][C:23]3([N:27]=[C:26]([C:28]4[CH:33]=[CH:32][CH:31]=[C:30]([C:34]([F:37])([F:36])[F:35])[CH:29]=4)[NH:25][C:24]3=[O:38])[CH2:22][CH2:21]2)(=[O:19])=[O:18])=[C:11]([CH3:41])[CH:10]=1.[H][H]. (5) Given the product [F:38][C:2]([F:1])([F:37])[C:3]1[CH:8]=[CH:7][C:6]([N:9]2[C:17](=[O:18])[C:16]3[C:11](=[CH:12][C:13]([C:19]4[C:24]([C:25]([F:26])([F:27])[F:28])=[CH:23][CH:22]=[CH:21][N:20]=4)=[CH:14][CH:15]=3)[NH:10]2)=[CH:5][CH:4]=1, predict the reactants needed to synthesize it. The reactants are: [F:1][C:2]([F:38])([F:37])[C:3]1[CH:8]=[CH:7][C:6]([N:9]2[C:17](=[O:18])[C:16]3[C:11](=[CH:12][C:13]([C:19]4[C:24]([C:25]([F:28])([F:27])[F:26])=[CH:23][CH:22]=[CH:21][N:20]=4)=[CH:14][CH:15]=3)[N:10]2COCC[Si](C)(C)C)=[CH:5][CH:4]=1.Cl. (6) Given the product [CH3:24][C@H:22]1[O:21][C@@H:20]([CH3:25])[CH2:19][N:18]([C:9]2[C:8]([CH2:7][OH:6])=[CH:15][C:12]([CH:13]=[O:14])=[C:11]([F:16])[C:10]=2[F:17])[CH2:23]1, predict the reactants needed to synthesize it. The reactants are: C([SiH2][O:6][C:7](C1C=CC=CC=1)(C1C=CC=CC=1)[C:8]1[C:9]([N:18]2[CH2:23][C@H:22]([CH3:24])[O:21][C@H:20]([CH3:25])[CH2:19]2)=[C:10]([F:17])[C:11]([F:16])=[C:12]([CH:15]=1)[CH:13]=[O:14])(C)(C)C.Cl.O.